From a dataset of Reaction yield outcomes from USPTO patents with 853,638 reactions. Predict the reaction yield, written as a fraction of the theoretical maximum amount of product (1.0 means a 100% yield; for example, 0.34 means a 34% yield). The reactants are [C:1]1([S:11]([C:14]2[C:22]3[C:17](=[CH:18][CH:19]=[C:20]([O:23][CH:24]4[CH2:28][CH2:27][NH:26][CH2:25]4)[CH:21]=3)[NH:16][N:15]=2)(=[O:13])=[O:12])[C:10]2[C:5](=[CH:6][CH:7]=[CH:8][CH:9]=2)[CH:4]=[CH:3][CH:2]=1.C=O.[C:31](O[BH-](OC(=O)C)OC(=O)C)(=O)C.[Na+]. The catalyst is CC#N. The product is [CH3:31][N:26]1[CH2:27][CH2:28][CH:24]([O:23][C:20]2[CH:21]=[C:22]3[C:17](=[CH:18][CH:19]=2)[NH:16][N:15]=[C:14]3[S:11]([C:1]2[C:10]3[C:5](=[CH:6][CH:7]=[CH:8][CH:9]=3)[CH:4]=[CH:3][CH:2]=2)(=[O:12])=[O:13])[CH2:25]1. The yield is 0.379.